Dataset: Forward reaction prediction with 1.9M reactions from USPTO patents (1976-2016). Task: Predict the product of the given reaction. Given the reactants [OH-].[Na+:2].[F:3][C:4]1[CH:9]=[CH:8][CH:7]=[CH:6][C:5]=1[C:10]1[CH:18]=[CH:17][C:13]([C:14]([OH:16])=[O:15])=[C:12]([NH:19][C:20]([C:22]2[CH:23]=[N:24][CH:25]=[C:26]([C:28]3[CH:33]=[CH:32][CH:31]=[CH:30][CH:29]=3)[CH:27]=2)=[O:21])[CH:11]=1, predict the reaction product. The product is: [F:3][C:4]1[CH:9]=[CH:8][CH:7]=[CH:6][C:5]=1[C:10]1[CH:18]=[CH:17][C:13]([C:14]([O-:16])=[O:15])=[C:12]([NH:19][C:20]([C:22]2[CH:23]=[N:24][CH:25]=[C:26]([C:28]3[CH:33]=[CH:32][CH:31]=[CH:30][CH:29]=3)[CH:27]=2)=[O:21])[CH:11]=1.[Na+:2].